This data is from Catalyst prediction with 721,799 reactions and 888 catalyst types from USPTO. The task is: Predict which catalyst facilitates the given reaction. Reactant: [NH:1]1[CH:5]=[C:4]([C:6]2[N:11]=[CH:10][C:9]([C:12]([O:14][CH2:15][CH3:16])=[O:13])=[CH:8][CH:7]=2)[CH:3]=[N:2]1.C(=O)([O-])[O-].[Cs+].[Cs+].Br[CH2:24][CH2:25][O:26][Si:27]([C:30]([CH3:33])([CH3:32])[CH3:31])([CH3:29])[CH3:28]. Product: [Si:27]([O:26][CH2:25][CH2:24][N:1]1[CH:5]=[C:4]([C:6]2[N:11]=[CH:10][C:9]([C:12]([O:14][CH2:15][CH3:16])=[O:13])=[CH:8][CH:7]=2)[CH:3]=[N:2]1)([C:30]([CH3:33])([CH3:32])[CH3:31])([CH3:29])[CH3:28]. The catalyst class is: 3.